Task: Binary Classification. Given a drug SMILES string, predict its activity (active/inactive) in a high-throughput screening assay against a specified biological target.. Dataset: Choline transporter screen with 302,306 compounds (1) The drug is Oc1c(C2C(CCCC2)c2ccccc2)cccc1. The result is 0 (inactive). (2) The compound is S=C(NCC)NNC(=O)c1ccc(OC(F)F)cc1. The result is 0 (inactive).